From a dataset of Full USPTO retrosynthesis dataset with 1.9M reactions from patents (1976-2016). Predict the reactants needed to synthesize the given product. (1) Given the product [F:1][C:2]([F:30])([F:29])[C:3]1[CH:8]=[C:7]([C:9]([F:12])([F:11])[F:10])[CH:6]=[CH:5][C:4]=1[C:13]1[CH:17]=[C:16]([CH2:18][N:19]2[CH:24]=[C:23]3[N:25]=[C:26]([C:35]4[CH:34]=[CH:33][C:32]([F:31])=[CH:37][C:36]=4[F:38])[N:27]=[C:22]3[CH:21]=[N:20]2)[O:15][N:14]=1, predict the reactants needed to synthesize it. The reactants are: [F:1][C:2]([F:30])([F:29])[C:3]1[CH:8]=[C:7]([C:9]([F:12])([F:11])[F:10])[CH:6]=[CH:5][C:4]=1[C:13]1[CH:17]=[C:16]([CH2:18][N:19]2[CH:24]=[C:23]3[N:25]=[C:26](Br)[N:27]=[C:22]3[CH:21]=[N:20]2)[O:15][N:14]=1.[F:31][C:32]1[CH:37]=[C:36]([F:38])[CH:35]=[CH:34][C:33]=1B(O)O. (2) Given the product [Cl:1][C:2]1[CH:7]=[C:6]([N+:8]([O-:10])=[O:9])[CH:5]=[C:4]([CH3:11])[N:3]=1, predict the reactants needed to synthesize it. The reactants are: [Cl:1][C:2]1[CH:7]=[C:6]([N+:8]([O-:10])=[O:9])[CH:5]=[C:4]([CH3:11])[N+:3]=1[O-].P(Cl)(Cl)Cl.C(=O)([O-])[O-].[K+].[K+]. (3) Given the product [C:1]([O:5][C:6]([N:8]1[CH2:9][C:10]2[NH:19][C:22](=[O:37])[C:23]3[CH:24]=[CH:25][CH:26]=[CH:27][C:28]=3[C:11]=2[CH2:12][CH2:13]1)=[O:7])([CH3:2])([CH3:3])[CH3:4], predict the reactants needed to synthesize it. The reactants are: [C:1]([O:5][C:6]([N:8]1[CH2:13][CH2:12][CH:11]=[C:10](C(O)=O)[CH2:9]1)=[O:7])([CH3:4])([CH3:3])[CH3:2].C([N:19]([CH2:22][CH3:23])CC)C.[CH:24]1C=[CH:28][CH:27]=[CH:26][CH:25]=1.C1(P(N=[N+]=[N-])(C2C=CC=CC=2)=[O:37])C=CC=CC=1. (4) Given the product [CH2:11]([N:18]([CH3:27])[C@@H:19]([CH:22]1[CH2:26][CH2:25][CH2:24][CH2:23]1)[CH:20]=[O:21])[C:12]1[CH:17]=[CH:16][CH:15]=[CH:14][CH:13]=1, predict the reactants needed to synthesize it. The reactants are: C(Cl)(=O)C(Cl)=O.CS(C)=O.[CH2:11]([N:18]([CH3:27])[C@@H:19]([CH:22]1[CH2:26][CH2:25][CH2:24][CH2:23]1)[CH2:20][OH:21])[C:12]1[CH:17]=[CH:16][CH:15]=[CH:14][CH:13]=1.C(N(CC)CC)C. (5) The reactants are: N1C=CC=CC=1.[C:7]([Br:11])(Br)(Br)Br.C1(P(C2C=CC=CC=2)C2C=CC=CC=2)C=CC=CC=1.[C:31]([O:35][C:36]([N:38]1[CH2:43][CH2:42][CH:41]([CH2:44][CH:45]([CH2:48][CH:49]2[CH2:54][CH2:53][N:52]([C:55]([O:57][C:58]([CH3:61])([CH3:60])[CH3:59])=[O:56])[CH2:51][CH2:50]2)CO)[CH2:40][CH2:39]1)=[O:37])([CH3:34])([CH3:33])[CH3:32]. Given the product [C:58]([O:57][C:55]([N:52]1[CH2:51][CH2:50][CH:49]([CH2:48][CH:45]([CH2:7][Br:11])[CH2:44][CH:41]2[CH2:42][CH2:43][N:38]([C:36]([O:35][C:31]([CH3:34])([CH3:33])[CH3:32])=[O:37])[CH2:39][CH2:40]2)[CH2:54][CH2:53]1)=[O:56])([CH3:61])([CH3:60])[CH3:59], predict the reactants needed to synthesize it. (6) The reactants are: [CH2:1]1[CH:5]2[CH2:6][NH:7][CH2:8][CH:4]2[CH2:3][N:2]1[C:9]1[CH:18]=[N:17][C:16]2[C:11](=[CH:12][CH:13]=[CH:14][CH:15]=2)[N:10]=1.[C:19]1([C:28]2[CH:33]=[CH:32][CH:31]=[CH:30][CH:29]=2)[C:20]([C:25](O)=[O:26])=[CH:21][CH:22]=[CH:23][CH:24]=1. Given the product [C:19]1([C:28]2[CH:33]=[CH:32][CH:31]=[CH:30][CH:29]=2)[CH:24]=[CH:23][CH:22]=[CH:21][C:20]=1[C:25]([N:7]1[CH2:6][CH:5]2[CH2:1][N:2]([C:9]3[CH:18]=[N:17][C:16]4[C:11](=[CH:12][CH:13]=[CH:14][CH:15]=4)[N:10]=3)[CH2:3][CH:4]2[CH2:8]1)=[O:26], predict the reactants needed to synthesize it. (7) Given the product [CH:19]([C:2]1[CH:17]=[CH:16][C:5]([C:6]([NH:8][CH2:9][C:10]2[CH:15]=[CH:14][CH:13]=[CH:12][N:11]=2)=[O:7])=[C:4]([CH3:18])[CH:3]=1)=[O:20], predict the reactants needed to synthesize it. The reactants are: Br[C:2]1[CH:17]=[CH:16][C:5]([C:6]([NH:8][CH2:9][C:10]2[CH:15]=[CH:14][CH:13]=[CH:12][N:11]=2)=[O:7])=[C:4]([CH3:18])[CH:3]=1.[CH:19]([O-])=[O:20].[Na+].[C]=O. (8) Given the product [CH3:11][C:12]1([CH3:26])[O:13][C:14](=[O:25])[NH:15][C:16]2[CH:21]=[CH:20][C:19]([C:2]3[CH:7]=[CH:6][CH:5]=[CH:4][C:3]=3[CH2:8][C:9]#[N:10])=[CH:18][C:17]1=2, predict the reactants needed to synthesize it. The reactants are: Br[C:2]1[CH:7]=[CH:6][CH:5]=[CH:4][C:3]=1[CH2:8][C:9]#[N:10].[CH3:11][C:12]1([CH3:26])[C:17]2[CH:18]=[C:19](B(O)O)[CH:20]=[CH:21][C:16]=2[NH:15][C:14](=[O:25])[O:13]1. (9) Given the product [CH2:28]([NH:35][CH2:20][C@@H:6]1[CH2:7][C@@H:8]([S:10][CH2:11][C:12]2[CH:13]=[CH:14][C:15]([O:18][CH3:19])=[CH:16][CH:17]=2)[CH2:9][N:5]1[S:2]([CH3:1])(=[O:3])=[O:4])[C:29]1[CH:34]=[CH:33][CH:32]=[CH:31][CH:30]=1, predict the reactants needed to synthesize it. The reactants are: [CH3:1][S:2]([N:5]1[CH2:9][C@H:8]([S:10][CH2:11][C:12]2[CH:17]=[CH:16][C:15]([O:18][CH3:19])=[CH:14][CH:13]=2)[CH2:7][C@H:6]1[CH2:20]OS(C)(=O)=O)(=[O:4])=[O:3].[Na+].[I-].[CH2:28]([NH2:35])[C:29]1[CH:34]=[CH:33][CH:32]=[CH:31][CH:30]=1.